This data is from Full USPTO retrosynthesis dataset with 1.9M reactions from patents (1976-2016). The task is: Predict the reactants needed to synthesize the given product. (1) Given the product [CH3:9][O:8][C:5]1[CH:6]=[CH:7][C:2]([CH2:20][C:19]([C:16]2([CH3:15])[CH2:18][CH2:17]2)=[O:21])=[CH:3][C:4]=1[O:10][CH2:11][CH2:12][O:13][CH3:14], predict the reactants needed to synthesize it. The reactants are: Br[C:2]1[CH:7]=[CH:6][C:5]([O:8][CH3:9])=[C:4]([O:10][CH2:11][CH2:12][O:13][CH3:14])[CH:3]=1.[CH3:15][C:16]1([C:19](=[O:21])[CH3:20])[CH2:18][CH2:17]1.CC(C)([O-])C.[Na+]. (2) The reactants are: [NH2:1][C:2]1[CH:7]=[CH:6][C:5]([C:8]([N:10]2[CH2:15][CH2:14][N:13]([CH2:16][C:17]3[CH:22]=[CH:21][C:20]([C:23]([OH:32])([C:28]([F:31])([F:30])[F:29])[C:24]([F:27])([F:26])[F:25])=[CH:19][CH:18]=3)[CH2:12][CH2:11]2)=[O:9])=[CH:4][C:3]=1[F:33].[C:34](Cl)(=[O:45])[O:35][C:36]1[CH:41]=[CH:40][C:39]([N+]([O-])=O)=CC=1.C1(CO)CC1. Given the product [F:33][C:3]1[CH:4]=[C:5]([C:8]([N:10]2[CH2:11][CH2:12][N:13]([CH2:16][C:17]3[CH:22]=[CH:21][C:20]([C:23]([OH:32])([C:24]([F:25])([F:26])[F:27])[C:28]([F:30])([F:31])[F:29])=[CH:19][CH:18]=3)[CH2:14][CH2:15]2)=[O:9])[CH:6]=[CH:7][C:2]=1[NH:1][C:34](=[O:45])[O:35][CH2:36][CH:41]1[CH2:39][CH2:40]1, predict the reactants needed to synthesize it. (3) The reactants are: [C:1]([C:3]1[CH:4]=[C:5]([C:9]2[N:10]=[C:11]3[N:15]([C:16]=2[C:17]2[CH:22]=[CH:21][N:20]=[C:19]([NH:23][C@@H:24]4[CH2:29][CH2:28][CH2:27][N:26]([C:30]([O:32][C:33]([CH3:36])([CH3:35])[CH3:34])=[O:31])[CH2:25]4)[N:18]=2)[CH:14]=[CH:13][S:12]3)[CH:6]=[CH:7][CH:8]=1)#[N:2].[OH-:37].[Na+]. Given the product [C:33]([O:32][C:30]([N:26]1[CH2:27][CH2:28][CH2:29][C@@H:24]([NH:23][C:19]2[N:18]=[C:17]([C:16]3[N:15]4[C:11]([S:12][CH:13]=[CH:14]4)=[N:10][C:9]=3[C:5]3[CH:6]=[CH:7][CH:8]=[C:3]([C:1](=[O:37])[NH2:2])[CH:4]=3)[CH:22]=[CH:21][N:20]=2)[CH2:25]1)=[O:31])([CH3:36])([CH3:35])[CH3:34], predict the reactants needed to synthesize it. (4) Given the product [C@H:12]12[CH2:14][C@H:9]([NH:8][CH2:13]1)[CH2:10][N:11]2[C:15]1[CH:20]=[C:19]([C:21]2[CH:26]=[CH:25][N:24]=[C:23]([NH:27][C@H:28]([C:30]3[CH:31]=[CH:32][CH:33]=[CH:34][CH:35]=3)[CH3:29])[CH:22]=2)[CH:18]=[CH:17][N:16]=1, predict the reactants needed to synthesize it. The reactants are: C(OC([N:8]1[CH2:13][CH:12]2[CH2:14][CH:9]1[CH2:10][N:11]2[C:15]1[CH:20]=[C:19]([C:21]2[CH:26]=[CH:25][N:24]=[C:23]([NH:27][CH:28]([C:30]3[CH:35]=[CH:34][CH:33]=[CH:32][CH:31]=3)[CH3:29])[CH:22]=2)[CH:18]=[CH:17][N:16]=1)=O)(C)(C)C.Cl. (5) Given the product [C:27]([CH2:29][CH2:30][CH2:31][S:32]([NH:24][CH2:23][C:22]([C:20]1[N:21]=[C:17]([C:14]2[CH:13]=[CH:12][C:11]([F:10])=[CH:16][CH:15]=2)[O:18][CH:19]=1)([CH3:26])[CH3:25])(=[O:34])=[O:33])#[N:28], predict the reactants needed to synthesize it. The reactants are: CCN(C(C)C)C(C)C.[F:10][C:11]1[CH:16]=[CH:15][C:14]([C:17]2[O:18][CH:19]=[C:20]([C:22]([CH3:26])([CH3:25])[CH2:23][NH2:24])[N:21]=2)=[CH:13][CH:12]=1.[C:27]([CH2:29][CH2:30][CH2:31][S:32](Cl)(=[O:34])=[O:33])#[N:28]. (6) Given the product [Br:34][C:19]1[CH:23]=[CH:24][C:16]([NH:15][C:13](=[O:14])[CH2:12][CH2:11][CH:9]2[C:10]3[C:6](=[CH:5][CH:4]=[CH:3][C:2]=3[F:1])[C:7](=[O:33])[N:8]2[CH2:25][C:26]2[CH:31]=[CH:30][C:29]([F:32])=[CH:28][CH:27]=2)=[N:17][CH:18]=1, predict the reactants needed to synthesize it. The reactants are: [F:1][C:2]1[CH:3]=[CH:4][CH:5]=[C:6]2[C:10]=1[CH:9]([CH2:11][CH2:12][C:13]([NH:15][C:16]1[CH:24]=[CH:23][C:19](C(O)=O)=[CH:18][N:17]=1)=[O:14])[N:8]([CH2:25][C:26]1[CH:31]=[CH:30][C:29]([F:32])=[CH:28][CH:27]=1)[C:7]2=[O:33].[Br:34]C1C=CC(N)=NC=1. (7) Given the product [CH:1]([C:3]1[C:4]([O:12][CH3:13])=[CH:5][C:6]([O:11][CH2:21][CH2:22][CH2:23][CH2:24][C:25]([O:27][CH2:28][CH3:29])=[O:26])=[CH:7][C:8]=1[O:9][CH3:10])=[O:2], predict the reactants needed to synthesize it. The reactants are: [CH:1]([C:3]1[C:8]([O:9][CH3:10])=[CH:7][C:6]([OH:11])=[CH:5][C:4]=1[O:12][CH3:13])=[O:2].CC(C)([O-])C.[K+].Br[CH2:21][CH2:22][CH2:23][CH2:24][C:25]([O:27][CH2:28][CH3:29])=[O:26].